From a dataset of Full USPTO retrosynthesis dataset with 1.9M reactions from patents (1976-2016). Predict the reactants needed to synthesize the given product. (1) Given the product [CH3:52][O:51][CH2:50][CH2:49][CH2:48][N:43]1[C:42]2[CH:53]=[C:38]([CH2:37][O:1][CH:2]3[CH:7]([C:8]4[CH:13]=[CH:12][C:11]([O:14][CH2:15][CH2:16][CH2:17][O:18][C:19]5[CH:24]=[CH:23][CH:22]=[C:21]([C:25]([F:26])([F:28])[F:27])[CH:20]=5)=[CH:10][CH:9]=4)[CH2:6][CH2:5][N:4]([C:29]([O:31][C:32]([CH3:35])([CH3:34])[CH3:33])=[O:30])[CH2:3]3)[CH:39]=[CH:40][C:41]=2[O:46][CH2:45][C:44]1=[O:47], predict the reactants needed to synthesize it. The reactants are: [OH:1][CH:2]1[CH:7]([C:8]2[CH:13]=[CH:12][C:11]([O:14][CH2:15][CH2:16][CH2:17][O:18][C:19]3[CH:24]=[CH:23][CH:22]=[C:21]([C:25]([F:28])([F:27])[F:26])[CH:20]=3)=[CH:10][CH:9]=2)[CH2:6][CH2:5][N:4]([C:29]([O:31][C:32]([CH3:35])([CH3:34])[CH3:33])=[O:30])[CH2:3]1.Cl[CH2:37][C:38]1[CH:39]=[CH:40][C:41]2[O:46][CH2:45][C:44](=[O:47])[N:43]([CH2:48][CH2:49][CH2:50][O:51][CH3:52])[C:42]=2[CH:53]=1. (2) The reactants are: [SH:1][C:2]1[CH:7]=[CH:6][CH:5]=[CH:4][N:3]=1.[H-].[Na+].Br[C:11]1[N:16]=[CH:15][C:14]([CH:17]=[O:18])=[CH:13][CH:12]=1.O. Given the product [N:3]1[CH:4]=[CH:5][CH:6]=[CH:7][C:2]=1[S:1][C:11]1[N:16]=[CH:15][C:14]([CH:17]=[O:18])=[CH:13][CH:12]=1, predict the reactants needed to synthesize it. (3) Given the product [C:22]([O:26][C:27](=[O:36])[NH:28][C:29]1[CH:34]=[CH:33][CH:32]=[CH:31][C:30]=1[NH:35][C:2]1[N:7]=[C:6]([N:8]2[CH2:13][CH2:12][NH:11][CH2:10][CH2:9]2)[C:5]([Cl:14])=[CH:4][N:3]=1)([CH3:25])([CH3:23])[CH3:24], predict the reactants needed to synthesize it. The reactants are: Cl[C:2]1[N:7]=[C:6]([N:8]2[CH2:13][CH2:12][NH:11][CH2:10][CH2:9]2)[C:5]([Cl:14])=[CH:4][N:3]=1.C(O)(C(F)(F)F)=O.[C:22]([O:26][C:27](=[O:36])[NH:28][C:29]1[CH:34]=[CH:33][CH:32]=[CH:31][C:30]=1[NH2:35])([CH3:25])([CH3:24])[CH3:23]. (4) Given the product [CH2:7]([C:11]1[CH:12]=[C:13]([CH2:14][OH:15])[CH:19]=[CH:20][CH:21]=1)[CH2:8][CH:9]=[CH2:10], predict the reactants needed to synthesize it. The reactants are: [H-].[H-].[H-].[H-].[Li+].[Al+3].[CH2:7]([C:11]1[CH:12]=[C:13]([CH:19]=[CH:20][CH:21]=1)[C:14](OCC)=[O:15])[CH2:8][CH:9]=[CH2:10]. (5) Given the product [Cl:25][C:19]1[C:18]2[CH2:17][C:15]3[CH2:16][N:12]([C@@H:4]([CH2:5][CH:6]4[CH2:11][CH2:10][CH2:9][CH2:8][CH2:7]4)[C:3]([OH:27])=[O:2])[C:13](=[O:26])[C:14]=3[O:24][C:23]=2[CH:22]=[CH:21][CH:20]=1, predict the reactants needed to synthesize it. The reactants are: C[O:2][C:3](=[O:27])[C@@H:4]([N:12]1[CH2:16][C:15]2=[CH:17][C:18]3[C:19]([Cl:25])=[CH:20][CH:21]=[CH:22][C:23]=3[O:24][CH:14]2[C:13]1=[O:26])[CH2:5][CH:6]1[CH2:11][CH2:10][CH2:9][CH2:8][CH2:7]1.O.[OH-].[Li+]. (6) Given the product [OH:10][C:6]1[CH:5]=[C:4]([CH:2]([OH:1])[CH3:3])[CH:9]=[CH:8][C:7]=1[CH:21]=[O:22], predict the reactants needed to synthesize it. The reactants are: [OH:1][CH:2]([C:4]1[CH:5]=[C:6]([OH:10])[CH:7]=[CH:8][CH:9]=1)[CH3:3].[Cl-].[Mg+2].[Cl-].C(N(CC)CC)C.[CH2:21]=[O:22]. (7) Given the product [NH2:50][C:20]1[CH:19]=[CH:18][C:17]([C@@H:10]2[CH2:11][CH2:12][CH2:13][C@H:14]3[N:9]2[C:8](=[O:26])/[C:7](=[CH:6]/[C:5]2[CH:27]=[CH:28][C:29]([N:30]4[CH:34]=[C:33]([CH3:35])[N:32]=[CH:31]4)=[C:3]([O:2][CH3:1])[CH:4]=2)/[CH2:16][CH2:15]3)=[CH:25][CH:24]=1, predict the reactants needed to synthesize it. The reactants are: [CH3:1][O:2][C:3]1[CH:4]=[C:5]([CH:27]=[CH:28][C:29]=1[N:30]1[CH:34]=[C:33]([CH3:35])[N:32]=[CH:31]1)/[CH:6]=[C:7]1/[C:8](=[O:26])[N:9]2[C@@H:14]([CH2:15][CH2:16]/1)[CH2:13][CH2:12][CH2:11][C@H:10]2[C:17]1[CH:25]=[CH:24][C:20](C(O)=O)=[CH:19][CH:18]=1.C1(P([N:50]=[N+]=[N-])(C2C=CC=CC=2)=O)C=CC=CC=1.C(N(CC)CC)C. (8) Given the product [CH2:20]([O:19][C:17]([C:16]1[C:3]([C:4]2[CH:9]=[CH:8][C:7]([Cl:10])=[CH:6][CH:5]=2)=[N:2][O:1][CH:15]=1)=[O:18])[CH3:21], predict the reactants needed to synthesize it. The reactants are: [OH:1]/[N:2]=[C:3](\Cl)/[C:4]1[CH:9]=[CH:8][C:7]([Cl:10])=[CH:6][CH:5]=1.CN([CH:15]=[CH:16][C:17]([O:19][CH2:20][CH3:21])=[O:18])C.C(N(CC)CC)C. (9) Given the product [F:46][C:47]1[CH:52]=[CH:51][CH:50]=[C:49]([F:53])[C:48]=1[C:2]1[CH:3]=[C:4]2[C:8]3=[C:9]([CH2:11][NH:12][CH2:13][CH2:14][N:7]3[C@H:6]3[CH2:16][CH2:17][NH:18][CH2:19][C@@H:5]23)[CH:10]=1, predict the reactants needed to synthesize it. The reactants are: Br[C:2]1[CH:3]=[C:4]2[C:8]3=[C:9]([C:11](=O)[NH:12][CH2:13][CH2:14][N:7]3[C@H:6]3[CH2:16][CH2:17][N:18](C(OC(C)(C)C)=O)[CH2:19][C@@H:5]23)[CH:10]=1.C1(P(C2C=CC=CC=2)C2C=CC=CC=2)C=CC=CC=1.[F:46][C:47]1[CH:52]=[CH:51][CH:50]=[C:49]([F:53])[C:48]=1[SnH3].FC(F)(F)C(O)=O.[OH-].[NH4+]. (10) Given the product [CH3:32][O:33][C:34]1[C:35]([O:43][CH2:44][CH2:45][CH3:46])=[C:36]([CH:37]=[CH:38][CH:39]=1)[CH2:40][N:41]([CH3:42])[C:19](=[O:21])/[CH:18]=[CH:17]/[C:15]1[CH:14]=[N:13][C:11]2[NH:12][C:6](=[O:5])[CH2:7][CH2:8][NH:9][C:10]=2[CH:16]=1, predict the reactants needed to synthesize it. The reactants are: C(Cl)CCl.[O:5]=[C:6]1[NH:12][C:11]2[N:13]=[CH:14][C:15](/[CH:17]=[CH:18]/[C:19]([OH:21])=O)=[CH:16][C:10]=2[NH:9][CH2:8][CH2:7]1.C1C=CC2N(O)N=NC=2C=1.[CH3:32][O:33][C:34]1[C:35]([O:43][CH2:44][CH2:45][CH3:46])=[C:36]([CH2:40][NH:41][CH3:42])[CH:37]=[CH:38][CH:39]=1.C(N(C(C)C)C(C)C)C.